From a dataset of Full USPTO retrosynthesis dataset with 1.9M reactions from patents (1976-2016). Predict the reactants needed to synthesize the given product. (1) Given the product [CH3:1][O:2][C:3](=[O:12])[C:4]1[CH:9]=[CH:8][C:7]([CH2:18][O:19][CH3:20])=[N:6][C:5]=1[NH2:11], predict the reactants needed to synthesize it. The reactants are: [CH3:1][O:2][C:3](=[O:12])[C:4]1[CH:9]=[CH:8][C:7](Cl)=[N:6][C:5]=1[NH2:11].C([Sn](CCCC)(CCCC)[CH2:18][O:19][CH3:20])CCC.CN1CCCC1=O.[F-].[K+]. (2) Given the product [F:30][C:25]1[CH:26]=[CH:27][CH:28]=[CH:29][C:24]=1[CH2:6][CH2:7][N:8]1[C:16]2[CH:15]=[CH:14][CH:13]=[CH:12][C:11]=2[C:10]2[CH2:18][CH2:19][N:20]([CH3:23])[CH2:21][CH2:22][C:9]1=2, predict the reactants needed to synthesize it. The reactants are: CS(O[CH:6]([C:24]1[CH:29]=[CH:28][CH:27]=[CH:26][C:25]=1[F:30])[CH2:7][N:8]1[C:16]2[CH:15]=[CH:14][C:13](Cl)=[CH:12][C:11]=2[C:10]2[CH2:18][CH2:19][N:20]([CH3:23])[CH2:21][CH2:22][C:9]1=2)(=O)=O.O. (3) Given the product [CH:9]([N:22]1[CH2:25][C:24]([N:2]([CH3:3])[CH3:1])([C:31]#[N:32])[CH2:23]1)([C:16]1[CH:21]=[CH:20][CH:19]=[CH:18][CH:17]=1)[C:10]1[CH:15]=[CH:14][CH:13]=[CH:12][CH:11]=1, predict the reactants needed to synthesize it. The reactants are: [CH3:1][NH:2][CH3:3].C1COCC1.[CH:9]([N:22]1[CH2:25][C:24](=O)[CH2:23]1)([C:16]1[CH:21]=[CH:20][CH:19]=[CH:18][CH:17]=1)[C:10]1[CH:15]=[CH:14][CH:13]=[CH:12][CH:11]=1.C(O)(=O)C.[C-:31]#[N:32].[K+]. (4) Given the product [CH3:1][C:2]1[N:6]2[N:7]=[C:8]([CH2:11][OH:12])[CH:9]=[CH:10][C:5]2=[N:4][C:3]=1[C:13]([F:15])([F:14])[F:16], predict the reactants needed to synthesize it. The reactants are: [CH3:1][C:2]1[N:6]2[N:7]=[C:8]([CH:11]=[O:12])[CH:9]=[CH:10][C:5]2=[N:4][C:3]=1[C:13]([F:16])([F:15])[F:14].[BH4-].[Na+]. (5) Given the product [CH:1]1([CH:6]2[CH2:14][C:13]3[C:8](=[C:9]([CH3:32])[C:10]([CH3:31])=[C:11]([O:15][CH2:16][C:17]4[CH:22]=[C:21]([C:35]5[CH:36]=[CH:37][C:38]([O:45][CH3:46])=[C:39]([C:40]([OH:42])=[O:41])[CH:44]=5)[CH:20]=[CH:19][CH:18]=4)[CH:12]=3)[C:7]2=[O:33])[CH2:2][CH2:3][CH2:4][CH2:5]1, predict the reactants needed to synthesize it. The reactants are: [CH:1]1([CH:6]2[CH2:14][C:13]3[C:8](=[C:9]([CH3:32])[C:10]([CH3:31])=[C:11]([O:15][CH2:16][C:17]4[CH:22]=[CH:21][CH:20]=[C:19](B5OCC(C)(C)CO5)[CH:18]=4)[CH:12]=3)[C:7]2=[O:33])[CH2:5][CH2:4][CH2:3][CH2:2]1.Br[C:35]1[CH:36]=[CH:37][C:38]([O:45][CH3:46])=[C:39]([CH:44]=1)[C:40]([O:42]C)=[O:41]. (6) Given the product [Br:30][C:29]1[C:24]([C:20]2[N:21]=[CH:22][S:23][C:19]=2[CH2:5][C:6]2[N:11]=[CH:10][N:9]3[N:12]=[C:13]([CH3:15])[N:14]=[C:8]3[C:7]=2[CH2:16][CH2:17][CH3:18])=[N:25][CH:26]=[CH:27][CH:28]=1, predict the reactants needed to synthesize it. The reactants are: C(OC(=O)[CH:5]([C:19]1[S:23][CH:22]=[N:21][C:20]=1[C:24]1[C:29]([Br:30])=[CH:28][CH:27]=[CH:26][N:25]=1)[C:6]1[N:11]=[CH:10][N:9]2[N:12]=[C:13]([CH3:15])[N:14]=[C:8]2[C:7]=1[CH2:16][CH2:17][CH3:18])C.C([O-])(O)=O.[Na+]. (7) Given the product [C:20]([O:19][CH2:18][C:17]([CH2:30][OH:31])([CH2:16][O:15][CH2:14][C:7]([CH2:8][O:9][C:10](=[O:13])[CH:11]=[CH2:12])([CH2:36][O:37][C:38](=[O:41])[CH:39]=[CH2:40])[CH2:6][O:5][C:1](=[O:4])[CH:2]=[CH2:3])[CH2:24][O:25][C:26](=[O:29])[CH:27]=[CH2:28])(=[O:23])[CH:21]=[CH2:22].[C:44]1(=[O:45])[CH2:46][CH2:2][CH2:1][CH2:43][CH2:42]1, predict the reactants needed to synthesize it. The reactants are: [C:1]([O:5][CH2:6][C:7]([CH2:36][O:37][C:38](=[O:41])[CH:39]=[CH2:40])([CH2:14][O:15][CH2:16][C:17]([CH2:30][O:31]C(=O)C=C)([CH2:24][O:25][C:26](=[O:29])[CH:27]=[CH2:28])[CH2:18][O:19][C:20](=[O:23])[CH:21]=[CH2:22])[CH2:8][O:9][C:10](=[O:13])[CH:11]=[CH2:12])(=[O:4])[CH:2]=[CH2:3].[CH2:42]([C:44]([CH3:46])=[O:45])[CH3:43]. (8) Given the product [Br:1][C:2]1[CH:3]=[C:4]([NH:19][C@H:14]2[CH2:15][CH2:16][CH2:17][CH2:18][C@@H:13]2[OH:12])[C:5]([C:6]#[N:7])=[C:8]([F:10])[CH:9]=1, predict the reactants needed to synthesize it. The reactants are: [Br:1][C:2]1[CH:9]=[C:8]([F:10])[C:5]([C:6]#[N:7])=[C:4](F)[CH:3]=1.[OH:12][C@H:13]1[CH2:18][CH2:17][CH2:16][CH2:15][C@@H:14]1[NH2:19].C(N(C(C)C)CC)(C)C. (9) Given the product [OH:32][C@H:29]1[CH2:30][CH2:31][C@H:26]([NH:25][C:14]2[N:13]=[C:12]([NH:11][C:9]3[S:8][C:6]4[C:5]([N:10]=3)=[CH:4][CH:3]=[C:2]([N:35]3[CH2:36][CH2:37][O:33][C:34]3=[O:38])[N:7]=4)[CH:17]=[C:16]([CH2:18][C:19]3[CH:24]=[CH:23][CH:22]=[CH:21][CH:20]=3)[N:15]=2)[CH2:27][CH2:28]1, predict the reactants needed to synthesize it. The reactants are: Cl[C:2]1[N:7]=[C:6]2[S:8][C:9]([NH:11][C:12]3[CH:17]=[C:16]([CH2:18][C:19]4[CH:24]=[CH:23][CH:22]=[CH:21][CH:20]=4)[N:15]=[C:14]([NH:25][C@H:26]4[CH2:31][CH2:30][C@H:29]([OH:32])[CH2:28][CH2:27]4)[N:13]=3)=[N:10][C:5]2=[CH:4][CH:3]=1.[O:33]1[CH2:37][CH2:36][NH:35][C:34]1=[O:38].C(=O)([O-])[O-].[Cs+].[Cs+].CNCCNC. (10) Given the product [C:12]12([C:22]3[CH:23]=[C:24]([C:30]4[CH:37]=[CH:36][CH:35]=[C:32]([CH:33]=[C:44]5[S:38][C:39](=[S:40])[NH:41][C:42]5=[O:43])[CH:31]=4)[CH:25]=[C:26]([F:29])[C:27]=3[OH:28])[CH2:21][CH:16]3[CH2:15][CH:14]([CH2:20][CH:18]([CH2:17]3)[CH2:19]1)[CH2:13]2, predict the reactants needed to synthesize it. The reactants are: NC1C=CC=CC=1.C(O)(=O)C.[C:12]12([C:22]3[CH:23]=[C:24]([C:30]4[CH:31]=[C:32]([CH:35]=[CH:36][CH:37]=4)[CH:33]=O)[CH:25]=[C:26]([F:29])[C:27]=3[OH:28])[CH2:21][CH:16]3[CH2:17][CH:18]([CH2:20][CH:14]([CH2:15]3)[CH2:13]1)[CH2:19]2.[S:38]1[CH2:44][C:42](=[O:43])[NH:41][C:39]1=[S:40].